From a dataset of Peptide-MHC class II binding affinity with 134,281 pairs from IEDB. Regression. Given a peptide amino acid sequence and an MHC pseudo amino acid sequence, predict their binding affinity value. This is MHC class II binding data. (1) The peptide sequence is CFILDGDNLFPKV. The binding affinity (normalized) is 0.917. The MHC is DRB3_0101 with pseudo-sequence DRB3_0101. (2) The peptide sequence is KGSNPNYLALLVKYVNGDGD. The MHC is HLA-DPA10103-DPB10301 with pseudo-sequence HLA-DPA10103-DPB10301. The binding affinity (normalized) is 0.163. (3) The peptide sequence is YKANWIEIMRIKKLT. The MHC is DRB5_0101 with pseudo-sequence DRB5_0101. The binding affinity (normalized) is 0.748.